From a dataset of NCI-60 drug combinations with 297,098 pairs across 59 cell lines. Regression. Given two drug SMILES strings and cell line genomic features, predict the synergy score measuring deviation from expected non-interaction effect. (1) Drug 1: CS(=O)(=O)CCNCC1=CC=C(O1)C2=CC3=C(C=C2)N=CN=C3NC4=CC(=C(C=C4)OCC5=CC(=CC=C5)F)Cl. Drug 2: CN1C2=C(C=C(C=C2)N(CCCl)CCCl)N=C1CCCC(=O)O.Cl. Cell line: OVCAR-5. Synergy scores: CSS=-2.56, Synergy_ZIP=2.28, Synergy_Bliss=1.97, Synergy_Loewe=-3.63, Synergy_HSA=-3.24. (2) Drug 1: CC1=C(C=C(C=C1)C(=O)NC2=CC(=CC(=C2)C(F)(F)F)N3C=C(N=C3)C)NC4=NC=CC(=N4)C5=CN=CC=C5. Drug 2: C1CN(CCN1C(=O)CCBr)C(=O)CCBr. Cell line: DU-145. Synergy scores: CSS=38.7, Synergy_ZIP=4.67, Synergy_Bliss=4.56, Synergy_Loewe=7.66, Synergy_HSA=6.32. (3) Drug 1: C1=CN(C=N1)CC(O)(P(=O)(O)O)P(=O)(O)O. Drug 2: C#CCC(CC1=CN=C2C(=N1)C(=NC(=N2)N)N)C3=CC=C(C=C3)C(=O)NC(CCC(=O)O)C(=O)O. Cell line: UACC-257. Synergy scores: CSS=0.311, Synergy_ZIP=1.18, Synergy_Bliss=2.32, Synergy_Loewe=-0.00172, Synergy_HSA=-0.186.